Dataset: Full USPTO retrosynthesis dataset with 1.9M reactions from patents (1976-2016). Task: Predict the reactants needed to synthesize the given product. Given the product [O:9]1[CH2:14][CH2:13][CH2:12][CH2:11][CH:10]1[N:1]1[CH:5]=[C:4]([C:6]([OH:8])=[O:7])[CH:3]=[N:2]1, predict the reactants needed to synthesize it. The reactants are: [NH:1]1[CH:5]=[C:4]([C:6]([OH:8])=[O:7])[CH:3]=[N:2]1.[O:9]1[CH:14]=[CH:13][CH2:12][CH2:11][CH2:10]1.